This data is from Reaction yield outcomes from USPTO patents with 853,638 reactions. The task is: Predict the reaction yield, written as a fraction of the theoretical maximum amount of product (1.0 means a 100% yield; for example, 0.34 means a 34% yield). (1) The reactants are [C:1]1([C:7]2[N:8]=[C:9]([C:12]([OH:14])=O)[S:10][CH:11]=2)[CH:6]=[CH:5][CH:4]=[CH:3][CH:2]=1.[NH2:15][C@@H:16]1[C@H:20]2[O:21][CH2:22][C@H:23]([NH:24][C:25]([CH:27]3[CH2:29][CH2:28]3)=[O:26])[C@H:19]2[O:18][CH2:17]1. No catalyst specified. The product is [CH:27]1([C:25]([NH:24][C@@H:23]2[C@H:19]3[O:18][CH2:17][C@H:16]([NH:15][C:12]([C:9]4[S:10][CH:11]=[C:7]([C:1]5[CH:2]=[CH:3][CH:4]=[CH:5][CH:6]=5)[N:8]=4)=[O:14])[C@H:20]3[O:21][CH2:22]2)=[O:26])[CH2:28][CH2:29]1. The yield is 0.400. (2) The reactants are [CH2:1]([CH:3]([CH2:19][CH3:20])[CH:4]([C:6]1[N:10]([CH2:11][C:12]2[CH:17]=[CH:16][C:15]([F:18])=[CH:14][CH:13]=2)[N:9]=[CH:8][N:7]=1)O)[CH3:2].[N-:21]=[N+:22]=[N-:23].[Na+]. The catalyst is CN(C=O)C.O. The product is [N:21]([CH:4]([C:6]1[N:10]([CH2:11][C:12]2[CH:17]=[CH:16][C:15]([F:18])=[CH:14][CH:13]=2)[N:9]=[CH:8][N:7]=1)[CH:3]([CH2:19][CH3:20])[CH2:1][CH3:2])=[N+:22]=[N-:23]. The yield is 0.670. (3) The reactants are [Cl:1][S:2]([C:5]1[CH:13]=[CH:12][C:8]([C:9](Cl)=[O:10])=[CH:7][CH:6]=1)(=[O:4])=[O:3].[F:14][C:15]1[CH:22]=[CH:21][C:18]([CH2:19][NH2:20])=[CH:17][C:16]=1[O:23][CH3:24].CCN(CC)CC. The catalyst is C1COCC1.CN(C1C=CN=CC=1)C. The product is [F:14][C:15]1[CH:22]=[CH:21][C:18]([CH2:19][NH:20][C:9]([C:8]2[CH:12]=[CH:13][C:5]([S:2]([Cl:1])(=[O:4])=[O:3])=[CH:6][CH:7]=2)=[O:10])=[CH:17][C:16]=1[O:23][CH3:24]. The yield is 0.280.